This data is from Reaction yield outcomes from USPTO patents with 853,638 reactions. The task is: Predict the reaction yield, written as a fraction of the theoretical maximum amount of product (1.0 means a 100% yield; for example, 0.34 means a 34% yield). The reactants are C([Li])CCC.Br[C:7]1[CH:8]=[C:9]([N:13]2[CH2:17][CH2:16][CH:15]([O:18][CH:19]3[CH2:24][CH2:23][CH2:22][CH2:21][O:20]3)[CH2:14]2)[CH:10]=[CH:11][CH:12]=1.[S:25](=[O:27])=[O:26].[Cl:28]NC(=O)CCC(N)=O. The catalyst is O1CCCC1.CCCCCC. The product is [O:20]1[CH2:21][CH2:22][CH2:23][CH2:24][CH:19]1[O:18][CH:15]1[CH2:16][CH2:17][N:13]([C:9]2[CH:8]=[C:7]([S:25]([Cl:28])(=[O:27])=[O:26])[CH:12]=[CH:11][CH:10]=2)[CH2:14]1. The yield is 0.610.